From a dataset of Reaction yield outcomes from USPTO patents with 853,638 reactions. Predict the reaction yield, written as a fraction of the theoretical maximum amount of product (1.0 means a 100% yield; for example, 0.34 means a 34% yield). (1) The reactants are [N:1]1[CH:6]=[CH:5][N:4]=[CH:3][C:2]=1[C:7]([OH:9])=[O:8].[C:10]([O-])([O-])=O.[K+].[K+].CI. The catalyst is CN(C=O)C. The product is [CH3:10][O:8][C:7]([C:2]1[CH:3]=[N:4][CH:5]=[CH:6][N:1]=1)=[O:9]. The yield is 0.0800. (2) The reactants are [OH:1][C:2]1[CH:7]=[CH:6][C:5]([CH:8]([NH:14][C:15]([C@@H:17]2[CH2:22][CH2:21][CH2:20][N:19]([C:23](=[O:39])[CH2:24][CH2:25][CH:26]3[CH2:31][CH2:30][N:29]([C:32]([O:34][C:35]([CH3:38])([CH3:37])[CH3:36])=[O:33])[CH2:28][CH2:27]3)[CH2:18]2)=[O:16])[CH2:9][C:10]([O:12][CH3:13])=[O:11])=[CH:4][CH:3]=1.C(=O)([O-])[O-].[Cs+].[Cs+].[C:46]1([CH3:69])[CH:51]=[CH:50][C:49]([S:52]([O:55][CH2:56][CH2:57]OS(C2C=CC(C)=CC=2)(=O)=O)(=[O:54])=[O:53])=[CH:48][CH:47]=1. The catalyst is CN(C)C=O. The yield is 0.630. The product is [CH3:13][O:12][C:10](=[O:11])[CH2:9][CH:8]([NH:14][C:15]([C@@H:17]1[CH2:22][CH2:21][CH2:20][N:19]([C:23](=[O:39])[CH2:24][CH2:25][CH:26]2[CH2:31][CH2:30][N:29]([C:32]([O:34][C:35]([CH3:36])([CH3:38])[CH3:37])=[O:33])[CH2:28][CH2:27]2)[CH2:18]1)=[O:16])[C:5]1[CH:6]=[CH:7][C:2]([O:1][CH2:57][CH2:56][O:55][S:52]([C:49]2[CH:50]=[CH:51][C:46]([CH3:69])=[CH:47][CH:48]=2)(=[O:54])=[O:53])=[CH:3][CH:4]=1. (3) The reactants are [F:1][CH:2]([F:39])[C:3]1[N:7]([C:8]2[N:13]=[C:12]([N:14]3[CH2:19][CH2:18][O:17][CH2:16][CH2:15]3)[N:11]=[C:10]([N:20]([CH:27]3[CH2:32][CH2:31][NH:30][CH2:29][CH2:28]3)[CH2:21][CH2:22][CH2:23][N:24]([CH3:26])[CH3:25])[N:9]=2)[C:6]2[CH:33]=[CH:34][CH:35]=[C:36]([O:37][CH3:38])[C:5]=2[N:4]=1.[CH3:40][S:41](Cl)(=[O:43])=[O:42]. No catalyst specified. The product is [F:39][CH:2]([F:1])[C:3]1[N:7]([C:8]2[N:13]=[C:12]([N:14]3[CH2:15][CH2:16][O:17][CH2:18][CH2:19]3)[N:11]=[C:10]([N:20]([CH:27]3[CH2:32][CH2:31][N:30]([S:41]([CH3:40])(=[O:43])=[O:42])[CH2:29][CH2:28]3)[CH2:21][CH2:22][CH2:23][N:24]([CH3:25])[CH3:26])[N:9]=2)[C:6]2[CH:33]=[CH:34][CH:35]=[C:36]([O:37][CH3:38])[C:5]=2[N:4]=1. The yield is 0.990. (4) The reactants are [C:1]1([CH2:7][CH2:8][C:9]([N:11]2[CH2:16][CH2:15][CH:14]([CH2:17][N:18]3[C:26]4[C:21](=[CH:22][C:23]([C:27]#[C:28][Si](C)(C)C)=[CH:24][CH:25]=4)[CH:20]=[CH:19]3)[CH2:13][CH2:12]2)=[O:10])[CH:6]=[CH:5][CH:4]=[CH:3][CH:2]=1.C(=O)([O-])[O-].[K+].[K+].C(OCC)(=O)C.O. The catalyst is CO. The product is [C:27]([C:23]1[CH:22]=[C:21]2[C:26](=[CH:25][CH:24]=1)[N:18]([CH2:17][CH:14]1[CH2:15][CH2:16][N:11]([C:9](=[O:10])[CH2:8][CH2:7][C:1]3[CH:2]=[CH:3][CH:4]=[CH:5][CH:6]=3)[CH2:12][CH2:13]1)[CH:19]=[CH:20]2)#[CH:28]. The yield is 0.854. (5) The reactants are [C:1]([CH2:9][CH2:10][C:11]([OH:13])=[O:12])(=[O:8])[C:2]1[CH:7]=[CH:6][CH:5]=[CH:4][CH:3]=1.OS(O)(=O)=O.[CH3:19]O. No catalyst specified. The product is [C:1]([CH2:9][CH2:10][C:11]([O:13][CH3:19])=[O:12])(=[O:8])[C:2]1[CH:7]=[CH:6][CH:5]=[CH:4][CH:3]=1. The yield is 1.00. (6) The reactants are [C:1]1([CH:7]([CH2:10][CH:11]([CH3:13])[CH3:12])[CH2:8][NH2:9])[CH:6]=[CH:5][CH:4]=[CH:3][CH:2]=1.[Cl:14][C:15]1[C:33]([C:34]([F:37])([F:36])[F:35])=[CH:32][CH:31]=[CH:30][C:16]=1[CH2:17]NCC(C1C=CC(OC)=CC=1)C. No catalyst specified. The product is [Cl:14][C:15]1[C:33]([C:34]([F:35])([F:36])[F:37])=[CH:32][CH:31]=[CH:30][C:16]=1[CH2:17][NH:9][CH2:8][CH:7]([C:1]1[CH:6]=[CH:5][CH:4]=[CH:3][CH:2]=1)[CH2:10][CH:11]([CH3:13])[CH3:12]. The yield is 0.770. (7) The product is [F:14][C:15]([F:24])([F:25])[C:16]1[CH:17]=[C:18]([CH:21]=[CH:22][CH:23]=1)[CH2:19][NH:20][C:2]1[C:3](=[O:13])[C:4]2[C:9]([C:10](=[O:12])[CH:11]=1)=[CH:8][CH:7]=[CH:6][CH:5]=2. The reactants are Br[C:2]1[C:3](=[O:13])[C:4]2[C:9]([C:10](=[O:12])[CH:11]=1)=[CH:8][CH:7]=[CH:6][CH:5]=2.[F:14][C:15]([F:25])([F:24])[C:16]1[CH:17]=[C:18]([CH:21]=[CH:22][CH:23]=1)[CH2:19][NH2:20]. The catalyst is CCO. The yield is 0.480.